This data is from Catalyst prediction with 721,799 reactions and 888 catalyst types from USPTO. The task is: Predict which catalyst facilitates the given reaction. (1) Reactant: [OH:1][CH2:2][C:3]([N:5]1[CH2:9][CH2:8][C@@H:7]([O:10][C:11]2[CH:18]=[CH:17][C:16]([C:19]3[CH:24]=[CH:23][N:22]=[C:21]4[NH:25][C:26]([C:28]5[CH:33]=[CH:32][C:31]([C:34](O)([CH3:36])[CH3:35])=[CH:30][CH:29]=5)=[CH:27][C:20]=34)=[CH:15][C:12]=2[C:13]#[N:14])[CH2:6]1)=[O:4].C(O)(C(F)(F)F)=O. Product: [OH:1][CH2:2][C:3]([N:5]1[CH2:9][CH2:8][C@@H:7]([O:10][C:11]2[CH:18]=[CH:17][C:16]([C:19]3[CH:24]=[CH:23][N:22]=[C:21]4[NH:25][C:26]([C:28]5[CH:29]=[CH:30][C:31]([C:34]([CH3:36])=[CH2:35])=[CH:32][CH:33]=5)=[CH:27][C:20]=34)=[CH:15][C:12]=2[C:13]#[N:14])[CH2:6]1)=[O:4]. The catalyst class is: 1. (2) Reactant: C(N(P(N(C(C)C)C(C)C)(Cl)([O-])[O-])C(C)C)(C)C.[C:19]([NH:27][C:28]1[CH:64]=[CH:63][N:31]([C@@H:32]2[O:62][C@H:36]([CH2:37][O:38][C:39]([C:56]3[CH:61]=[CH:60][CH:59]=[CH:58][CH:57]=3)([C:48]3[CH:53]=[CH:52][C:51]([O:54][CH3:55])=[CH:50][CH:49]=3)[C:40]3[CH:45]=[CH:44][C:43]([O:46][CH3:47])=[CH:42][CH:41]=3)[C@@H:34]([OH:35])[CH2:33]2)[C:30](=[O:65])[N:29]=1)(=[O:26])[C:20]1[CH:25]=[CH:24][CH:23]=[CH:22][CH:21]=1.C(N(C(C)C)C(C)C)C.C(O[C@@H]1[C@@H](OC(=O)C)[C@@H](OC(=O)C)[C@@H](COC(=O)C)O[C@H]1OCCOCCO)(=O)C.N1C=NN=N1.C(NC1C=CN([C@@H]2O[C@H](COC(C3C=CC=CC=3)(C3C=CC(OC)=CC=3)C3C=CC(OC)=CC=3)[C@@H]([O:126][P:127]([N:159]([CH:163]([CH3:165])[CH3:164])[CH:160]([CH3:162])[CH3:161])([O:129][CH2:130][CH2:131][O:132][CH2:133][CH2:134][O:135][C@@H:136]3[O:153][C@H:152]([CH2:154][O:155][C:156](=[O:158])[CH3:157])[C@@H:147]([O:148][C:149](=[O:151])[CH3:150])[C@H:142]([O:143][C:144](=[O:146])[CH3:145])[C@H:137]3[O:138][C:139](=[O:141])[CH3:140])=O)C2)C(=O)N=1)(=O)C1C=CC=CC=1. Product: [C:19]([NH:27][C:28]1[CH:64]=[CH:63][N:31]([C@@H:32]2[O:62][C@H:36]([CH2:37][O:38][C:39]([C:56]3[CH:61]=[CH:60][CH:59]=[CH:58][CH:57]=3)([C:40]3[CH:45]=[CH:44][C:43]([O:46][CH3:47])=[CH:42][CH:41]=3)[C:48]3[CH:53]=[CH:52][C:51]([O:54][CH3:55])=[CH:50][CH:49]=3)[C@@H:34]([O:35][P:127]([N:159]([CH:163]([CH3:165])[CH3:164])[CH:160]([CH3:161])[CH3:162])([O:129][CH2:130][CH2:131][O:132][CH2:133][CH2:134][O:135][C@@H:136]3[O:153][C@H:152]([CH2:154][O:155][C:156](=[O:158])[CH3:157])[C@H:147]([O:148][C:149](=[O:151])[CH3:150])[C@H:142]([O:143][C:144](=[O:146])[CH3:145])[C@H:137]3[O:138][C:139](=[O:141])[CH3:140])=[O:126])[CH2:33]2)[C:30](=[O:65])[N:29]=1)(=[O:26])[C:20]1[CH:25]=[CH:24][CH:23]=[CH:22][CH:21]=1. The catalyst class is: 4.